From a dataset of Forward reaction prediction with 1.9M reactions from USPTO patents (1976-2016). Predict the product of the given reaction. (1) Given the reactants [F:1][C:2]1[CH:3]=[C:4]([OH:11])[CH:5]=[CH:6][C:7]=1[N+:8]([O-:10])=[O:9].[O:12]1[CH:17]=[CH:16][CH2:15][CH2:14][CH2:13]1.C1(C)C=CC(S([O-])(=O)=O)=CC=1.[NH+]1C=CC=CC=1, predict the reaction product. The product is: [O:12]1[CH2:17][CH2:16][CH2:15][CH2:14][CH:13]1[O:11][C:4]1[CH:5]=[CH:6][C:7]([N+:8]([O-:10])=[O:9])=[C:2]([F:1])[CH:3]=1. (2) Given the reactants [Li][CH2:2]CCC.[Br:6][C:7]1[C:8]([O:19][CH3:20])=[CH:9][C:10]([Cl:18])=[C:11]([C:13]([CH3:17])([CH3:16])[CH:14]=O)[CH:12]=1, predict the reaction product. The product is: [Br:6][C:7]1[CH:12]=[C:11]([C:13]([CH3:17])([CH3:16])[CH:14]=[CH2:2])[C:10]([Cl:18])=[CH:9][C:8]=1[O:19][CH3:20]. (3) Given the reactants [CH:1]([O:4][C:5]([N:7]1[CH:12]([CH2:13][CH3:14])[CH2:11][CH:10]([N:15]([C:28]2[N:33]=[CH:32][C:31](Br)=[CH:30][N:29]=2)[CH2:16][C:17]2[CH:22]=[C:21]([C:23]([F:26])([F:25])[F:24])[CH:20]=[C:19]([Cl:27])[CH:18]=2)[CH2:9][CH:8]1[CH2:35][CH3:36])=[O:6])([CH3:3])[CH3:2].[O:37]1[CH:41]=[CH:40][C:39](B2OC(C)(C)C(C)(C)O2)=[CH:38]1.C(=O)([O-])O.[Na+], predict the reaction product. The product is: [CH:1]([O:4][C:5]([N:7]1[CH:12]([CH2:13][CH3:14])[CH2:11][CH:10]([N:15]([CH2:16][C:17]2[CH:22]=[C:21]([C:23]([F:26])([F:25])[F:24])[CH:20]=[C:19]([Cl:27])[CH:18]=2)[C:28]2[N:33]=[CH:32][C:31]([C:39]3[CH:40]=[CH:41][O:37][CH:38]=3)=[CH:30][N:29]=2)[CH2:9][CH:8]1[CH2:35][CH3:36])=[O:6])([CH3:3])[CH3:2].